This data is from Forward reaction prediction with 1.9M reactions from USPTO patents (1976-2016). The task is: Predict the product of the given reaction. (1) The product is: [Cl:28][C:24]1[CH:23]=[C:22]([C:20]2[N:19]=[C:18]3[CH2:29][CH2:30][CH2:31][C:17]3=[C:16]([NH:1][C:2]3[CH:3]=[CH:4][C:5]([O:6][CH2:7][C:8]([O:10][CH3:11])=[O:9])=[CH:12][CH:13]=3)[CH:21]=2)[CH:27]=[CH:26][CH:25]=1. Given the reactants [NH2:1][C:2]1[CH:13]=[CH:12][C:5]([O:6][CH2:7][C:8]([O:10][CH3:11])=[O:9])=[CH:4][CH:3]=1.Cl.Cl[C:16]1[CH:21]=[C:20]([C:22]2[CH:27]=[CH:26][CH:25]=[C:24]([Cl:28])[CH:23]=2)[N:19]=[C:18]2[CH2:29][CH2:30][CH2:31][C:17]=12, predict the reaction product. (2) The product is: [Cl:1][C:2]1[CH:7]=[CH:6][C:5]([O:8][CH2:17][CH2:18][O:19][CH3:20])=[CH:4][C:3]=1[CH3:9]. Given the reactants [Cl:1][C:2]1[CH:7]=[CH:6][C:5]([OH:8])=[CH:4][C:3]=1[CH3:9].C([O-])([O-])=O.[K+].[K+].Br[CH2:17][CH2:18][O:19][CH3:20], predict the reaction product. (3) Given the reactants [Cl:1][C:2]1[C:11]2[C:6](=[CH:7][CH:8]=[CH:9][CH:10]=2)[CH:5]=[CH:4][C:3]=1[O:12][CH2:13][CH2:14][NH:15]C(=O)OC(C)(C)C, predict the reaction product. The product is: [Cl-:1].[Cl:1][C:2]1[C:11]2[C:6](=[CH:7][CH:8]=[CH:9][CH:10]=2)[CH:5]=[CH:4][C:3]=1[O:12][CH2:13][CH2:14][NH3+:15]. (4) The product is: [N:1]([CH:32]([CH2:37][S:38][CH2:39][C:40]1[CH:45]=[CH:44][CH:43]=[CH:42][CH:41]=1)[C:33]([O:35][CH3:36])=[O:34])=[N+:2]=[N-:3]. Given the reactants [N-:1]=[N+:2]=[N-:3].[Na+].O(S(C(F)(F)F)(=O)=O)S(C(F)(F)F)(=O)=O.S(N=[N+]=[N-])(C(F)(F)F)(=O)=O.Cl.N[CH:32]([CH2:37][S:38][CH2:39][C:40]1[CH:45]=[CH:44][CH:43]=[CH:42][CH:41]=1)[C:33]([O:35][CH3:36])=[O:34], predict the reaction product. (5) Given the reactants I.[NH:2]1[CH2:6][CH2:5][N:4]=[C:3]1[NH:7][CH:8]([C:16]1[CH:21]=[CH:20][CH:19]=[CH:18][CH:17]=1)[CH2:9][C:10]1[CH:15]=[CH:14][CH:13]=[CH:12][CH:11]=1.C(=O)([O-])[O-].[K+].[K+].[C:28](Cl)(=[O:30])[CH3:29].C(OCC)(=O)C, predict the reaction product. The product is: [C:16]1([CH:8]([NH:7][C:3]2[N:4]([C:28](=[O:30])[CH3:29])[CH2:5][CH2:6][N:2]=2)[CH2:9][C:10]2[CH:15]=[CH:14][CH:13]=[CH:12][CH:11]=2)[CH:21]=[CH:20][CH:19]=[CH:18][CH:17]=1. (6) Given the reactants [CH3:1][C:2]1[CH:7]=[CH:6][N:5]=[CH:4][C:3]=1[N:8]1[CH2:12][CH2:11][NH:10][C:9]1=[O:13].Br[C:15]1[CH:20]=[CH:19][CH:18]=[C:17]([Cl:21])[CH:16]=1.N[C@@H]1CCCC[C@H]1N.P([O-])([O-])([O-])=O.[K+].[K+].[K+], predict the reaction product. The product is: [Cl:21][C:17]1[CH:16]=[C:15]([N:10]2[CH2:11][CH2:12][N:8]([C:3]3[CH:4]=[N:5][CH:6]=[CH:7][C:2]=3[CH3:1])[C:9]2=[O:13])[CH:20]=[CH:19][CH:18]=1. (7) The product is: [CH3:1][O:2][C:3](=[O:18])[CH2:4][CH2:5][C:6]1([C:7]2[CH:12]=[CH:11][CH:10]=[C:9]([C:13]([F:14])([F:16])[F:15])[CH:8]=2)[O:24][CH2:25][CH2:26][O:17]1. Given the reactants [CH3:1][O:2][C:3](=[O:18])[CH2:4][CH2:5][C:6](=[O:17])[C:7]1[CH:12]=[CH:11][CH:10]=[C:9]([C:13]([F:16])([F:15])[F:14])[CH:8]=1.COC([O:24][CH3:25])OC.[CH3:26]C1C=CC(S(O)(=O)=O)=CC=1.C[O-].[Na+], predict the reaction product. (8) Given the reactants [CH:1]1([NH:4][C:5]([C:7]2[C:15]3[CH:14]=[C:13]([C:16]4[C:21]([Cl:22])=[CH:20][N:19]=[C:18](Cl)[N:17]=4)[S:12][C:11]=3[CH:10]=[CH:9][CH:8]=2)=[O:6])[CH2:3][CH2:2]1.C(OC([N:31]1[CH2:36][CH2:35][N:34]([CH2:37][CH2:38][CH2:39][NH2:40])[C@@H:33]([CH3:41])[CH2:32]1)=O)(C)(C)C.[ClH:42], predict the reaction product. The product is: [ClH:22].[ClH:42].[ClH:22].[CH:1]1([NH:4][C:5]([C:7]2[C:15]3[CH:14]=[C:13]([C:16]4[C:21]([Cl:22])=[CH:20][N:19]=[C:18]([NH:40][CH2:39][CH2:38][CH2:37][N:34]5[CH2:35][CH2:36][NH:31][CH2:32][C@@H:33]5[CH3:41])[N:17]=4)[S:12][C:11]=3[CH:10]=[CH:9][CH:8]=2)=[O:6])[CH2:3][CH2:2]1. (9) Given the reactants [CH2:1]([O:4][C:5]1([CH3:39])[CH2:10][CH2:9][N:8]([C:11]2[N:16]3[N:17]=[C:18]([C:20]4[CH:25]=[CH:24][CH:23]=[C:22](Br)[CH:21]=4)[CH:19]=[C:15]3[N:14]=[C:13]([CH3:27])[C:12]=2[C@H:28]([O:34][C:35]([CH3:38])([CH3:37])[CH3:36])[C:29]([O:31][CH2:32][CH3:33])=[O:30])[CH2:7][CH2:6]1)[CH:2]=[CH2:3].[F:40][C:41]1[CH:46]=[CH:45][C:44](B(O)O)=[C:43]([OH:50])[CH:42]=1.CN(C=O)C.C([O-])([O-])=O.[Na+].[Na+], predict the reaction product. The product is: [CH2:1]([O:4][C:5]1([CH3:39])[CH2:10][CH2:9][N:8]([C:11]2[N:16]3[N:17]=[C:18]([C:20]4[CH:21]=[C:22]([C:44]5[CH:45]=[CH:46][C:41]([F:40])=[CH:42][C:43]=5[OH:50])[CH:23]=[CH:24][CH:25]=4)[CH:19]=[C:15]3[N:14]=[C:13]([CH3:27])[C:12]=2[C@H:28]([O:34][C:35]([CH3:38])([CH3:37])[CH3:36])[C:29]([O:31][CH2:32][CH3:33])=[O:30])[CH2:7][CH2:6]1)[CH:2]=[CH2:3]. (10) Given the reactants [C:1]1(B(O)O)[CH:6]=[CH:5][CH:4]=[CH:3][CH:2]=1.[C:10]([OH:25])(=[O:24])CCCCCCCCCCCCC.N1C(C)=CC=CC=1C.C(OC(C1NC2C(C=1)=CC=CC=2)=O)C.[NH2:48][C:49]1[CH:70]=[CH:69][C:52]([CH2:53][N:54]2[C:62]3[C:57](=[CH:58][CH:59]=[CH:60][CH:61]=3)[C:56]([C:63]3[CH:68]=[CH:67][CH:66]=[CH:65][CH:64]=3)=[CH:55]2)=[CH:51][CH:50]=1.O.[OH-].[Li+], predict the reaction product. The product is: [NH:48]([C:49]1[CH:50]=[CH:51][C:52]([CH2:53][N:54]2[C:62]3[C:57](=[CH:58][CH:59]=[CH:60][CH:61]=3)[C:56]([C:63]3[CH:64]=[CH:65][CH:66]=[CH:67][CH:68]=3)=[C:55]2[C:10]([OH:25])=[O:24])=[CH:69][CH:70]=1)[C:1]1[CH:6]=[CH:5][CH:4]=[CH:3][CH:2]=1.